From a dataset of Reaction yield outcomes from USPTO patents with 853,638 reactions. Predict the reaction yield, written as a fraction of the theoretical maximum amount of product (1.0 means a 100% yield; for example, 0.34 means a 34% yield). (1) The reactants are [C:1]([N:4]1[C:13]2[C:8](=[CH:9][C:10]([C:16]([O:18][CH3:19])=[O:17])=[C:11]([O:14][CH3:15])[CH:12]=2)[CH:7]([NH:20]C(OCC2C=CC=CC=2)=O)[CH:6]([CH3:31])[CH:5]1[CH:32]1[CH2:34][CH2:33]1)(=[O:3])[CH3:2].C(O)C. The catalyst is [Pd].C(Cl)Cl. The product is [C:1]([N:4]1[C:13]2[C:8](=[CH:9][C:10]([C:16]([O:18][CH3:19])=[O:17])=[C:11]([O:14][CH3:15])[CH:12]=2)[CH:7]([NH2:20])[CH:6]([CH3:31])[CH:5]1[CH:32]1[CH2:33][CH2:34]1)(=[O:3])[CH3:2]. The yield is 0.690. (2) The reactants are [CH3:1][O:2][C:3]1[CH:4]=[C:5]([NH:15][C:16]2[N:20]=[C:19]([NH2:21])[NH:18][N:17]=2)[CH:6]=[CH:7][C:8]=1[N:9]1[CH:13]=[C:12]([CH3:14])[N:11]=[CH:10]1.[Cl:22][C:23]1[CH:37]=[CH:36][C:26]([C:27](/[C:29](=[CH:32]/N(C)C)/[C:30]#[N:31])=O)=[CH:25][CH:24]=1. The catalyst is C(O)(=O)C. The product is [Cl:22][C:23]1[CH:24]=[CH:25][C:26]([C:27]2[N:18]3[N:17]=[C:16]([NH:15][C:5]4[CH:6]=[CH:7][C:8]([N:9]5[CH:13]=[C:12]([CH3:14])[N:11]=[CH:10]5)=[C:3]([O:2][CH3:1])[CH:4]=4)[N:20]=[C:19]3[N:21]=[CH:32][C:29]=2[C:30]#[N:31])=[CH:36][CH:37]=1. The yield is 0.230. (3) The reactants are C[Mg]I.C([C:6]1[CH:11]=[C:10]([CH3:12])[N:9]=[C:8]([CH3:13])[CH:7]=1)#N.CC[O:16][CH2:17][CH3:18]. No catalyst specified. The product is [CH3:13][C:8]1[CH:7]=[C:6]([C:17](=[O:16])[CH3:18])[CH:11]=[C:10]([CH3:12])[N:9]=1. The yield is 0.110. (4) The reactants are [Cl:1][C:2]1[C:10]([C:11]2([C:14]#[N:15])[CH2:13][CH2:12]2)=[CH:9][CH:8]=[CH:7][C:3]=1[C:4]([OH:6])=O.CN(C)C=O.[NH2:21][C:22]1[CH:23]=[C:24]([OH:29])[CH:25]=[CH:26][C:27]=1[F:28].C(=O)([O-])O.[Na+]. The catalyst is C(Cl)(=O)C(Cl)=O.O1CCCC1.O. The product is [Cl:1][C:2]1[C:10]([C:11]2([C:14]#[N:15])[CH2:13][CH2:12]2)=[CH:9][CH:8]=[CH:7][C:3]=1[C:4]([NH:21][C:22]1[CH:23]=[C:24]([OH:29])[CH:25]=[CH:26][C:27]=1[F:28])=[O:6]. The yield is 0.980. (5) The yield is 0.810. The catalyst is CCOCC. The product is [Cl:1][C:2]1[N:7]=[CH:6][C:5]([NH:8][C:9](=[O:15])[O:10][C:11]([CH3:12])([CH3:13])[CH3:14])=[C:4]([CH:16]([OH:17])[CH3:19])[CH:3]=1. The reactants are [Cl:1][C:2]1[N:7]=[CH:6][C:5]([NH:8][C:9](=[O:15])[O:10][C:11]([CH3:14])([CH3:13])[CH3:12])=[C:4]([CH:16]=[O:17])[CH:3]=1.O1CCC[CH2:19]1.C[Mg]I. (6) The reactants are Br[C:2]1[CH:3]=[CH:4][C:5]([C:8]#[N:9])=[N:6][CH:7]=1.[O:10]1[CH2:15][CH2:14][CH:13]([SH:16])[CH2:12][CH2:11]1.C(=O)([O-])[O-].[K+].[K+]. The catalyst is CN(C=O)C.O. The product is [O:10]1[CH2:15][CH2:14][CH:13]([S:16][C:2]2[CH:3]=[CH:4][C:5]([C:8]#[N:9])=[N:6][CH:7]=2)[CH2:12][CH2:11]1. The yield is 0.0800. (7) The catalyst is CO. The product is [F:1][C:2]1[CH:17]=[C:16]([CH2:18][NH:25][CH2:20][CH2:21][CH2:22][CH2:23][CH3:24])[CH:15]=[CH:14][C:3]=1[O:4][C:5]1[N:6]=[CH:7][C:8]([C:11]([NH2:13])=[O:12])=[N:9][CH:10]=1. The yield is 0.660. The reactants are [F:1][C:2]1[CH:17]=[C:16]([CH:18]=O)[CH:15]=[CH:14][C:3]=1[O:4][C:5]1[N:6]=[CH:7][C:8]([C:11]([NH2:13])=[O:12])=[N:9][CH:10]=1.[CH2:20]([NH2:25])[CH2:21][CH2:22][CH2:23][CH3:24].[BH4-].[Na+].